From a dataset of Reaction yield outcomes from USPTO patents with 853,638 reactions. Predict the reaction yield, written as a fraction of the theoretical maximum amount of product (1.0 means a 100% yield; for example, 0.34 means a 34% yield). (1) The reactants are [C:1]1([CH2:7][O:8][C:9]2[CH:10]=[C:11]3[C:15](=[CH:16][CH:17]=2)[N:14]([S:18]([C:21]2[CH:26]=[CH:25][CH:24]=[CH:23][CH:22]=2)(=[O:20])=[O:19])[CH:13]=[CH:12]3)[CH:6]=[CH:5][CH:4]=[CH:3][CH:2]=1.[Li][CH2:28]CCC.CI. The catalyst is C1COCC1. The product is [CH3:28][C:13]1[N:14]([S:18]([C:21]2[CH:26]=[CH:25][CH:24]=[CH:23][CH:22]=2)(=[O:20])=[O:19])[C:15]2[C:11]([CH:12]=1)=[CH:10][C:9]([O:8][CH2:7][C:1]1[CH:2]=[CH:3][CH:4]=[CH:5][CH:6]=1)=[CH:17][CH:16]=2. The yield is 0.770. (2) The product is [Cl:24][C:25]1[N:26]=[CH:27][N:28]=[C:29]2[N:9]([C@H:10]3[CH2:11][CH2:12][C@H:13]([C:16]4[O:20][N:19]=[C:18]([CH:21]([CH3:22])[CH3:23])[N:17]=4)[CH2:14][CH2:15]3)[N:8]=[CH:6][C:30]=12. The reactants are C(O[C:6]([NH:8][NH:9][C@H:10]1[CH2:15][CH2:14][C@@H:13]([C:16]2[O:20][N:19]=[C:18]([CH:21]([CH3:23])[CH3:22])[N:17]=2)[CH2:12][CH2:11]1)=O)(C)(C)C.[Cl:24][C:25]1[C:30](C=O)=[C:29](Cl)[N:28]=[CH:27][N:26]=1.C(N(C(C)C)CC)(C)C. The yield is 0.690. The catalyst is O1CCCC1. (3) The reactants are [CH3:1][C:2]1[N:7]=[C:6]([C:8](=[O:12])[CH2:9][C:10]#[N:11])[CH:5]=[CH:4][CH:3]=1.COC(OC)N(C)C.[N+]([O-])(O)=O.N[NH:26][C:27](N)=[NH:28].[OH-].[Na+]. The catalyst is C(O)C.ClCCl. The product is [NH2:28][C:27]1[C:9]([C:8]([C:6]2[CH:5]=[CH:4][CH:3]=[C:2]([CH3:1])[N:7]=2)=[O:12])=[CH:10][NH:11][N:26]=1. The yield is 0.670.